Dataset: Forward reaction prediction with 1.9M reactions from USPTO patents (1976-2016). Task: Predict the product of the given reaction. (1) Given the reactants [Cl:1][C:2]1[C:11]2[O:10][CH2:9][C:8]([N+:12]([O-:14])=[O:13])=[CH:7][C:6]=2[C:5]([C:15]([NH2:17])=[O:16])=[CH:4][CH:3]=1.[BH4-].[Na+], predict the reaction product. The product is: [Cl:1][C:2]1[C:11]2[O:10][CH2:9][CH:8]([N+:12]([O-:14])=[O:13])[CH2:7][C:6]=2[C:5]([C:15]([NH2:17])=[O:16])=[CH:4][CH:3]=1. (2) Given the reactants [C:1]([C:3]1[N:8]=[CH:7][C:6]([N:9]2[CH2:14][CH2:13][CH2:12][C@@H:11]([NH:15][C:16](=[O:22])[O:17][C:18]([CH3:21])([CH3:20])[CH3:19])[CH2:10]2)=[CH:5][C:4]=1[NH:23][C:24]1[CH:29]=[CH:28][C:27]([C:30]([N:32]2[CH2:37][CH2:36][O:35][CH2:34][CH2:33]2)=[O:31])=[CH:26][CH:25]=1)#[N:2].[OH-:38].[Na+].OO, predict the reaction product. The product is: [C:1]([C:3]1[N:8]=[CH:7][C:6]([N:9]2[CH2:14][CH2:13][CH2:12][C@@H:11]([NH:15][C:16](=[O:22])[O:17][C:18]([CH3:21])([CH3:20])[CH3:19])[CH2:10]2)=[CH:5][C:4]=1[NH:23][C:24]1[CH:29]=[CH:28][C:27]([C:30]([N:32]2[CH2:33][CH2:34][O:35][CH2:36][CH2:37]2)=[O:31])=[CH:26][CH:25]=1)(=[O:38])[NH2:2]. (3) Given the reactants [CH2:1]([C:5]1[N:6]=[N:7][C:8]([O:20][CH:21]2[CH2:26][CH2:25][N:24]([CH3:27])[CH2:23][CH2:22]2)=[CH:9][C:10]=1[C:11]1[CH:16]=[CH:15][C:14]([OH:17])=[C:13]([O:18][CH3:19])[CH:12]=1)[CH2:2][CH2:3][CH3:4].[CH:28]1(O)[CH2:33][CH2:32][CH2:31][CH2:30][CH2:29]1.C1(P(C2C=CC=CC=2)C2C=CC=CC=2)C=CC=CC=1.N(C(OC(C)C)=O)=NC(OC(C)C)=O.[ClH:68], predict the reaction product. The product is: [ClH:68].[ClH:68].[CH2:1]([C:5]1[N:6]=[N:7][C:8]([O:20][CH:21]2[CH2:22][CH2:23][N:24]([CH3:27])[CH2:25][CH2:26]2)=[CH:9][C:10]=1[C:11]1[CH:16]=[CH:15][C:14]([O:17][CH:28]2[CH2:33][CH2:32][CH2:31][CH2:30][CH2:29]2)=[C:13]([O:18][CH3:19])[CH:12]=1)[CH2:2][CH2:3][CH3:4]. (4) The product is: [F:10][C:11]1[CH:16]=[CH:15][C:14]([S:17]([C@@:20]2([C:39]3[CH:40]=[CH:41][C:42]([C:45]([F:54])([C:50]([F:51])([F:52])[F:53])[C:46]([F:47])([F:48])[F:49])=[CH:43][CH:44]=3)[CH2:24][CH2:23][N:22]([C:25]([C:27]3[CH2:32][CH2:31][CH:30]([C:33]([O:35][CH2:36][CH3:37])=[O:34])[CH2:29][CH:28]=3)=[O:26])[CH2:21]2)(=[O:18])=[O:19])=[CH:13][CH:12]=1. Given the reactants C(N(S(F)(F)F)CC)C.[F:10][C:11]1[CH:16]=[CH:15][C:14]([S:17]([C@@:20]2([C:39]3[CH:44]=[CH:43][C:42]([C:45]([F:54])([C:50]([F:53])([F:52])[F:51])[C:46]([F:49])([F:48])[F:47])=[CH:41][CH:40]=3)[CH2:24][CH2:23][N:22]([C:25]([C:27]3(O)[CH2:32][CH2:31][CH:30]([C:33]([O:35][CH2:36][CH3:37])=[O:34])[CH2:29][CH2:28]3)=[O:26])[CH2:21]2)(=[O:19])=[O:18])=[CH:13][CH:12]=1, predict the reaction product. (5) Given the reactants [CH2:1]([NH:3][C:4]1[CH:9]=[C:8]([O:10][CH3:11])[CH:7]=[CH:6][C:5]=1[CH:12]1[CH2:21][CH2:20][C:19]2[CH:18]=[C:17]([O:22]C(=O)C(C)(C)C)[CH:16]=[CH:15][C:14]=2[CH2:13]1)[CH3:2].Cl.[N:30]1([CH2:36][CH2:37][O:38][C:39]2[CH:40]=[C:41]([CH:45]=[CH:46][CH:47]=2)[C:42](O)=O)[CH2:35][CH2:34][CH2:33][CH2:32][CH2:31]1, predict the reaction product. The product is: [CH2:1]([N:3]([CH2:42][C:41]1[CH:45]=[CH:46][CH:47]=[C:39]([O:38][CH2:37][CH2:36][N:30]2[CH2:35][CH2:34][CH2:33][CH2:32][CH2:31]2)[CH:40]=1)[C:4]1[CH:9]=[C:8]([O:10][CH3:11])[CH:7]=[CH:6][C:5]=1[CH:12]1[CH2:21][CH2:20][C:19]2[CH:18]=[C:17]([OH:22])[CH:16]=[CH:15][C:14]=2[CH2:13]1)[CH3:2]. (6) The product is: [CH:27]1([P:34]([CH:41]2[CH2:46][CH2:45][CH2:44][CH2:43][CH2:42]2)[C:35]2[CH:40]=[CH:39][CH:38]=[CH:37][C:36]=2[C:7]2[C:12]([CH3:13])=[CH:11][C:10]([CH3:14])=[C:9]([C:15]3[CH:16]=[CH:17][C:18]([C:21]([F:22])([F:24])[F:23])=[CH:19][CH:20]=3)[C:8]=2[CH3:25])[CH2:32][CH2:31][CH2:30][CH2:29][CH2:28]1. Given the reactants C1COCC1.Br[C:7]1[C:8]([CH3:25])=[C:9]([C:15]2[CH:20]=[CH:19][C:18]([C:21]([F:24])([F:23])[F:22])=[CH:17][CH:16]=2)[C:10]([CH3:14])=[CH:11][C:12]=1[CH3:13].Br[C:27]1[CH:32]=[CH:31][CH:30]=[CH:29][C:28]=1Cl.[P:34](Cl)([CH:41]1[CH2:46][CH2:45][CH2:44][CH2:43][CH2:42]1)[CH:35]1[CH2:40][CH2:39][CH2:38][CH2:37][CH2:36]1, predict the reaction product. (7) Given the reactants [CH2:1]([O:8][C:9]1[C:10]([Br:22])=[CH:11][CH:12]=[C:13]2[C:18]=1[N:17]=[C:16]([C:19]([OH:21])=[O:20])[CH:15]=[CH:14]2)[C:2]1[CH:7]=[CH:6][CH:5]=[CH:4][CH:3]=1.[H-].[Na+].[CH2:25](Br)[C:26]1[CH:31]=[CH:30][CH:29]=[CH:28][CH:27]=1.CCOC(C)=O, predict the reaction product. The product is: [CH2:1]([O:8][C:9]1[C:10]([Br:22])=[CH:11][CH:12]=[C:13]2[C:18]=1[N:17]=[C:16]([C:19]([O:21][CH2:25][C:26]1[CH:31]=[CH:30][CH:29]=[CH:28][CH:27]=1)=[O:20])[CH:15]=[CH:14]2)[C:2]1[CH:3]=[CH:4][CH:5]=[CH:6][CH:7]=1. (8) Given the reactants CC1N=C(C2C=CC(C(F)(F)F)=CC=2)SC=1CN1C2C(=C(OCC(O)=O)C=CC=2)C=C1.C[O:33][C:34](=[O:63])[CH2:35][O:36][C:37]1[CH:38]=[CH:39][CH:40]=[C:41]2[C:45]=1[N:44]([CH2:46][C:47]1[S:51][C:50]([C:52]3[CH:57]=[CH:56][C:55]([C:58]([F:61])([F:60])[F:59])=[CH:54][CH:53]=3)=[N:49][C:48]=1[CH3:62])[CH:43]=[CH:42]2, predict the reaction product. The product is: [CH3:62][C:48]1[N:49]=[C:50]([C:52]2[CH:53]=[CH:54][C:55]([C:58]([F:61])([F:59])[F:60])=[CH:56][CH:57]=2)[S:51][C:47]=1[CH2:46][N:44]1[C:45]2[C:41](=[CH:40][CH:39]=[CH:38][C:37]=2[O:36][CH2:35][C:34]([OH:63])=[O:33])[CH:42]=[CH:43]1. (9) Given the reactants [CH3:1][N:2]([CH2:4][CH2:5]/[CH:6]=[C:7]1/[C:8]2[CH:9]=[CH:10][CH:11]=[CH:12][C:13]=2[CH2:14][O:15][C:16]2[CH:21]=[CH:20][C:19]([CH2:22][C:23]([OH:25])=[O:24])=[CH:18][C:17]/1=2)[CH3:3].[ClH:26].O1CCOCC1, predict the reaction product. The product is: [CH3:1][N:2]([CH2:4][CH2:5]/[CH:6]=[C:7]1/[C:8]2[CH:9]=[CH:10][CH:11]=[CH:12][C:13]=2[CH2:14][O:15][C:16]2[CH:21]=[CH:20][C:19]([CH2:22][C:23]([OH:25])=[O:24])=[CH:18][C:17]/1=2)[CH3:3].[ClH:26]. (10) Given the reactants Br[C:2]1[CH:3]=[CH:4][C:5]([O:30][CH3:31])=[C:6]([S:8]([N:11]([CH:17]2[CH2:22][CH2:21][N:20]([C:23]([O:25][C:26]([CH3:29])([CH3:28])[CH3:27])=[O:24])[CH2:19][CH2:18]2)CC(F)(F)F)(=[O:10])=[O:9])[CH:7]=1.[CH3:32][C:33]1([CH3:49])[C:37]([CH3:39])([CH3:38])[O:36][B:35]([B:35]2[O:36][C:37]([CH3:39])([CH3:38])[C:33]([CH3:49])([CH3:32])[O:34]2)[O:34]1.C([O-])(=O)C.[K+].ClCCl, predict the reaction product. The product is: [C:26]([O:25][C:23]([N:20]1[CH2:19][CH2:18][CH:17]([NH:11][S:8]([C:6]2[CH:7]=[C:2]([B:35]3[O:36][C:37]([CH3:39])([CH3:38])[C:33]([CH3:49])([CH3:32])[O:34]3)[CH:3]=[CH:4][C:5]=2[O:30][CH3:31])(=[O:10])=[O:9])[CH2:22][CH2:21]1)=[O:24])([CH3:29])([CH3:28])[CH3:27].